This data is from Forward reaction prediction with 1.9M reactions from USPTO patents (1976-2016). The task is: Predict the product of the given reaction. (1) The product is: [CH:1]1[C:2]([CH2:10][C@@H:11]([NH2:28])[CH2:12][C:13]([N:15]2[CH2:27][C:19]3=[N:20][N:21]=[C:22]([C:23]([F:26])([F:25])[F:24])[N:18]3[CH2:17][CH2:16]2)=[O:14])=[C:3]([F:9])[CH:4]=[C:5]([F:8])[C:6]=1[F:7].[ClH:31]. Given the reactants [CH:1]1[C:2]([CH2:10][C@@H:11]([NH2:28])[CH2:12][C:13]([N:15]2[CH2:27][C:19]3=[N:20][N:21]=[C:22]([C:23]([F:26])([F:25])[F:24])[N:18]3[CH2:17][CH2:16]2)=[O:14])=[C:3]([F:9])[CH:4]=[C:5]([F:8])[C:6]=1[F:7].CO.[ClH:31], predict the reaction product. (2) Given the reactants [C:1]([C:3]1[CH:4]=[C:5]([NH:9][C:10]2[C:11]3[CH:19]=[C:18]([NH:20]CC4C=CC(OC)=CC=4)[N:17]=[CH:16][C:12]=3[N:13]=[CH:14][N:15]=2)[CH:6]=[CH:7][CH:8]=1)#[CH:2].FC(F)(F)C(O)=O.C1(OC)C=CC=CC=1, predict the reaction product. The product is: [C:1]([C:3]1[CH:4]=[C:5]([NH:9][C:10]2[C:11]3[CH:19]=[C:18]([NH2:20])[N:17]=[CH:16][C:12]=3[N:13]=[CH:14][N:15]=2)[CH:6]=[CH:7][CH:8]=1)#[CH:2]. (3) Given the reactants C1(C(C2C=CC=CC=2)[N:8]2[C:16]3[C:11](=[CH:12][CH:13]=[CH:14][CH:15]=3)[C:10]3([C:20]4=[CH:21][C:22]5[O:26][C:25]([CH3:27])=[N:24][C:23]=5[CH:28]=[C:19]4[O:18][CH2:17]3)[C:9]2=[O:29])C=CC=CC=1.C1(C(C2C=CC=CC=2)N2C3C(=CC=CC=3)C3(C4C=C(C)C(OC)=CC=4OC3)C2=O)C=CC=CC=1, predict the reaction product. The product is: [CH3:27][C:25]1[O:26][C:22]2[CH:21]=[C:20]3[C:10]4([CH2:17][O:18][C:19]3=[CH:28][C:23]=2[N:24]=1)[C:11]1[C:16](=[CH:15][CH:14]=[CH:13][CH:12]=1)[NH:8][C:9]4=[O:29]. (4) Given the reactants [Br-].[C:2]([O:6][C:7]([CH2:9][C:10]1[CH:19]=[CH:18][CH:17]=[C:16]2[C:11]=1[CH:12]=[CH:13][N+:14]([CH2:20][CH:21]1[CH2:23][CH2:22]1)=[CH:15]2)=[O:8])([CH3:5])([CH3:4])[CH3:3].O.[BH4-].[Na+], predict the reaction product. The product is: [C:2]([O:6][C:7](=[O:8])[CH2:9][C:10]1[CH:19]=[CH:18][CH:17]=[C:16]2[C:11]=1[CH2:12][CH2:13][N:14]([CH2:20][CH:21]1[CH2:23][CH2:22]1)[CH2:15]2)([CH3:5])([CH3:3])[CH3:4]. (5) The product is: [CH3:19][C:20]1[C:28]([NH:29][C:2]2[CH:7]=[CH:6][N:5]=[C:4]3[CH:8]=[C:9]([C:11]4[CH:16]=[CH:15][C:14]([CH2:17][OH:18])=[CH:13][CH:12]=4)[O:10][C:3]=23)=[CH:27][CH:26]=[C:25]2[C:21]=1[CH:22]=[CH:23][NH:24]2. Given the reactants Cl[C:2]1[CH:7]=[CH:6][N:5]=[C:4]2[CH:8]=[C:9]([C:11]3[CH:16]=[CH:15][C:14]([CH2:17][OH:18])=[CH:13][CH:12]=3)[O:10][C:3]=12.[CH3:19][C:20]1[C:28]([NH2:29])=[CH:27][CH:26]=[C:25]2[C:21]=1[CH:22]=[CH:23][NH:24]2, predict the reaction product. (6) Given the reactants [NH2:1][S:2]([C:5]1[CH:6]=[C:7]([CH2:13][CH2:14][NH:15]C(=O)C(F)(F)F)[CH:8]=[CH:9][C:10]=1[O:11][CH3:12])(=[O:4])=[O:3], predict the reaction product. The product is: [NH2:15][CH2:14][CH2:13][C:7]1[CH:8]=[CH:9][C:10]([O:11][CH3:12])=[C:5]([S:2]([NH2:1])(=[O:4])=[O:3])[CH:6]=1.